From a dataset of NCI-60 drug combinations with 297,098 pairs across 59 cell lines. Regression. Given two drug SMILES strings and cell line genomic features, predict the synergy score measuring deviation from expected non-interaction effect. (1) Drug 1: CN(C)N=NC1=C(NC=N1)C(=O)N. Drug 2: CC1C(C(CC(O1)OC2CC(OC(C2O)C)OC3=CC4=CC5=C(C(=O)C(C(C5)C(C(=O)C(C(C)O)O)OC)OC6CC(C(C(O6)C)O)OC7CC(C(C(O7)C)O)OC8CC(C(C(O8)C)O)(C)O)C(=C4C(=C3C)O)O)O)O. Cell line: U251. Synergy scores: CSS=5.54, Synergy_ZIP=-3.55, Synergy_Bliss=-1.54, Synergy_Loewe=-1.43, Synergy_HSA=-1.04. (2) Synergy scores: CSS=5.41, Synergy_ZIP=0.655, Synergy_Bliss=1.66, Synergy_Loewe=0.117, Synergy_HSA=0.724. Cell line: K-562. Drug 2: C1C(C(OC1N2C=NC3=C2NC=NCC3O)CO)O. Drug 1: CC1=CC2C(CCC3(C2CCC3(C(=O)C)OC(=O)C)C)C4(C1=CC(=O)CC4)C. (3) Drug 1: CC1=C2C(C(=O)C3(C(CC4C(C3C(C(C2(C)C)(CC1OC(=O)C(C(C5=CC=CC=C5)NC(=O)OC(C)(C)C)O)O)OC(=O)C6=CC=CC=C6)(CO4)OC(=O)C)OC)C)OC. Drug 2: CC1CCC2CC(C(=CC=CC=CC(CC(C(=O)C(C(C(=CC(C(=O)CC(OC(=O)C3CCCCN3C(=O)C(=O)C1(O2)O)C(C)CC4CCC(C(C4)OC)OCCO)C)C)O)OC)C)C)C)OC. Cell line: HT29. Synergy scores: CSS=45.4, Synergy_ZIP=0.653, Synergy_Bliss=-0.874, Synergy_Loewe=-12.7, Synergy_HSA=0.772. (4) Drug 1: C1CCC(C1)C(CC#N)N2C=C(C=N2)C3=C4C=CNC4=NC=N3. Drug 2: CC1OCC2C(O1)C(C(C(O2)OC3C4COC(=O)C4C(C5=CC6=C(C=C35)OCO6)C7=CC(=C(C(=C7)OC)O)OC)O)O. Cell line: HT29. Synergy scores: CSS=12.7, Synergy_ZIP=8.57, Synergy_Bliss=8.21, Synergy_Loewe=-10.2, Synergy_HSA=3.95. (5) Drug 2: C(CC(=O)O)C(=O)CN.Cl. Cell line: SK-OV-3. Synergy scores: CSS=6.82, Synergy_ZIP=-7.28, Synergy_Bliss=-9.04, Synergy_Loewe=-4.87, Synergy_HSA=-6.20. Drug 1: CC1=C(C=C(C=C1)C(=O)NC2=CC(=CC(=C2)C(F)(F)F)N3C=C(N=C3)C)NC4=NC=CC(=N4)C5=CN=CC=C5.